Task: Predict the reactants needed to synthesize the given product.. Dataset: Full USPTO retrosynthesis dataset with 1.9M reactions from patents (1976-2016) (1) Given the product [I:1][C:2]1[NH:6][N:5]=[C:4]([C:7]([NH2:14])=[O:8])[C:3]=1[CH3:12], predict the reactants needed to synthesize it. The reactants are: [I:1][C:2]1[NH:6][N:5]=[C:4]([C:7](OCC)=[O:8])[C:3]=1[CH3:12].[OH-].[NH4+:14]. (2) Given the product [OH:1][C:2]1[C:3]2[C:13]([C:14]3[CH:19]=[CH:18][C:17]([OH:20])=[CH:16][CH:15]=3)=[CH:12][S:11][C:4]=2[NH:5][C:6](=[O:10])[C:7]=1[C:8]#[N:9], predict the reactants needed to synthesize it. The reactants are: [OH:1][C:2]1[C:3]2[C:13]([C:14]3[CH:19]=[CH:18][C:17]([O:20]COC)=[CH:16][CH:15]=3)=[CH:12][S:11][C:4]=2[NH:5][C:6](=[O:10])[C:7]=1[C:8]#[N:9].Cl. (3) The reactants are: [C:1]1([C:7]2[N:12]=[C:11]([NH:13][CH2:14][CH2:15][C:16]([O:18]CC)=[O:17])[CH:10]=[C:9]([C:21](=[O:38])[NH:22][C:23]3[CH:28]=[CH:27][CH:26]=[CH:25][C:24]=3[C:29]3[S:30][C:31]4[C:36]([N:37]=3)=[CH:35][CH:34]=[CH:33][N:32]=4)[N:8]=2)[CH:6]=[CH:5][CH:4]=[CH:3][CH:2]=1.[OH-].[Na+].O.Cl. Given the product [C:1]1([C:7]2[N:12]=[C:11]([NH:13][CH2:14][CH2:15][C:16]([OH:18])=[O:17])[CH:10]=[C:9]([C:21](=[O:38])[NH:22][C:23]3[CH:28]=[CH:27][CH:26]=[CH:25][C:24]=3[C:29]3[S:30][C:31]4[C:36]([N:37]=3)=[CH:35][CH:34]=[CH:33][N:32]=4)[N:8]=2)[CH:2]=[CH:3][CH:4]=[CH:5][CH:6]=1, predict the reactants needed to synthesize it. (4) Given the product [O:4]=[C:5]1[CH2:6][CH2:7][CH:8]([CH:11]([NH:14][S:15]([CH3:18])(=[O:17])=[O:16])[CH2:12][CH3:13])[CH2:9][CH2:10]1, predict the reactants needed to synthesize it. The reactants are: O1[C:5]2([CH2:10][CH2:9][CH:8]([CH:11]([NH:14][S:15]([CH3:18])(=[O:17])=[O:16])[CH2:12][CH3:13])[CH2:7][CH2:6]2)[O:4]CC1.Cl. (5) Given the product [Cl:1][C:2]1[CH:8]=[CH:7][C:5]([NH:6][C:17](=[O:19])[CH3:18])=[C:4]([F:9])[CH:3]=1, predict the reactants needed to synthesize it. The reactants are: [Cl:1][C:2]1[CH:8]=[CH:7][C:5]([NH2:6])=[C:4]([F:9])[CH:3]=1.C(N(CC)CC)C.[C:17](Cl)(=[O:19])[CH3:18].